Dataset: Drug-target binding data from BindingDB using IC50 measurements. Task: Regression. Given a target protein amino acid sequence and a drug SMILES string, predict the binding affinity score between them. We predict pIC50 (pIC50 = -log10(IC50 in M); higher means more potent). Dataset: bindingdb_ic50. (1) The drug is CC(C)(O)C(=O)N1CCN(c2ccc(C(F)(F)F)c(C3=C(c4c[nH]c5ccccc45)C(=O)NC3=O)c2)CC1. The target protein (Q62137) has sequence MAPPSEETPLIPQRSCSLSSSEAGALHVLLPPRGPGPPQRLSFSFGDYLAEDLCVRAAKACGILPVYHSLFALATEDFSCWFPPSHIFCIEDVDTQVLVYRLRFYFPDWFGLETCHRFGLRKDLTSAILDLHVLEHLFAQHRSDLVSGRLPVGLSMKEQGEFLSLAVLDLAQMAREQAQRPGELLKTVSYKACLPPSLRDVIQGQNFVTRRRIRRTVVLALRRVVACQADRYALMAKYILDLERLHPAATTETFRVGLPGAQEEPGLLRVAGDNGISWSSGDQELFQTFCDFPEIVDVSIKQAPRVGPAGEHRLVTVTRMDGHILEAEFPGLPEALSFVALVDGYFRLICDSRHYFCKEVAPPRLLEEEAELCHGPITLDFAIHKLKAAGSLPGTYILRRSPQDYDSFLLTACVQTPLGPDYKGCLIRQDPSGAFSLVGLSQPHRSLRELLAACWNSGLRVDGAALNLTSCCAPRPKEKSNLIVVRRGCTPAPAPGCSPS.... The pIC50 is 5.9. (2) The compound is OC[C@H]1N[C@H](CO)[C@@H](O)[C@@H](O)[C@H]1O. The target protein sequence is MAMKLLSGDTPLVCELALRPLALVFWSILGARALDNGLARTPTMGWLHWERFMCNLDCQEEPDACISEQLFMQMAELMVSDGWRDAGYEYLCIDDCWMAPERDSKGRLQADPKRFPSGIKHLANYVHSKGLKLGIYADVGKKTCAGFPGSFGSYDIDAQTFADWGIDLLKFDGCHCDSVVSLANGYKYMSLALNRTGRSIVYSCEWPLYLRPFHKPNYTDIQYYCNHWRNFDDVYDSWESIKSILAWTVTHQKDIEVAGPGGWNDPDMLVIGNFGLSWDQQVTQMALWAIMAAPLLMSNDLRQISSQAKALLQNEDVIAINQDPLGKQGYCFRKENEIEVWERPLSNLAWAVAVRNLQEIGGPRFYTIQISSLGRGLACNPGCIITQILPEKVHLGFYEWPLTLKTRINPSGTVLLRLER. The pIC50 is 4.2. (3) The target protein (O35854) has sequence MSAAILGQVWTRKLLPIPWRLCVPGRCVSSNFKAADLQVQVTREPQKKPAPSQPLLFGKTFTDHMLMVEWNSKTGWGPPRIQPFQNLTLHPACSGLHYSLQLFEGLKAYKGRDKQVRLFRPWLNMDRMLRSARRLCLPDFDKQELLECIRQLIEVDKDWVPDGNGTSLYVRPVLIGNEPSLGVGMVTQALLFVILCPVGSYFPGDSMTPVSLLADPSFVRAWIGGVGDCKLGGNYGPTVAVQQEAQKKGCEQVLWLYGPDHQLTEVGTMNIFVYWTHEDGELELATPPLDGIILPGVVRQSLLDLARTWGEFRVAERKVTMKELKRALEEGRVREVFGSGTACQVCPVHQILYEGKQLHIPTMENGPELILRFQKELKAIQYGTSAHDWMLRV. The compound is O=C(NNS(=O)(=O)c1ccccc1C(F)(F)F)c1cc2cc(Cl)ccc2[nH]1. The pIC50 is 5.5. (4) The drug is Cc1cncc([C@@H]2CCC[N+]2(C)[O-])c1. The target protein sequence is MLASGMLLVALLVCLTVMVLMSVWQQRKSKGKLPPGPTPLPFIGNYLQLNTEQMYNSLMKISERYGPVFTIHLGPRRVVVLCGHDAVREALVDQAEEFSGRGEQATFDWVFKGYGVVFSNGERAKQLRRFSIATLRDFGVGKRGIEERIQEEAGFLIDALRGTGGANIDPTFFLSRTVSNVISSIVFGDRFDYKDKEFLSLLRMMLGIFQFTSTSTGQLYEMFSSVMKHLPGPQQQAFQLLQGLEDFIAKKVEHNQRTLDPNSPRDFIDSFLIRMQEEEKNPNTEFYLKNLVMTTLNLFIGGTETVSTTLRYGFLLLMKHPEVEAKVHEEIDRVIGKNRQPKFEDRAKMPYMEAVIHEIQRFGDVIPMSLARRVKKDTKFRDFFLPKGTEVFPMLGSVLRDPSFFSNPQDFNPQHFLNEKGQFKKSDAFVPFSIGKRNCFGEGLARMELFLFFTTVMQNFRLKSSQSPKDIDVSPKHVGFATIPRNYTMSFLPR. The pIC50 is 4.3. (5) The drug is CC1=N[C@H]2[C@@H](O[C@H](CO)[C@@H](O[C@@H]3O[C@H](CO[C@H]4O[C@H](CO[C@H]5O[C@H](CO[C@H]6O[C@H](CO)[C@@H](O)[C@H](O)[C@@H]6O)[C@@H](O)[C@H](O)[C@@H]5O)[C@@H](O)[C@H](O[C@@H]5O[C@H](CO)[C@@H](O)[C@H](O[C@@H]6O[C@H](CO)[C@@H](O)[C@H](O)[C@@H]6O)[C@@H]5O)[C@@H]4O)[C@@H](O)[C@H](O[C@@H]4O[C@H](CO)[C@@H](O)[C@H](O)[C@@H]4O[C@@H]4O[C@H](CO)[C@@H](O)[C@H](O)[C@@H]4O[C@@H]4O[C@H](CO)[C@@H](O)[C@H](O)[C@@H]4O)[C@@H]3O)[C@@H]2O)S1. The target protein sequence is MRKAFLVGLVCTACVLLHDDPVAASTYNGPLSSHWFPEELAQWEPDSDPDAPFNRSHVPLEPGRVANRVNANADKDAHLVSLSALNRHTSGVPSQGAPVFYENTFSYWHYTDLMVYWAGSAGEGIIVPPSADVIDASHRNGVPILGNVFFPPTVYGGQLEWLEQMLEQEEDGSFPLADKLLEVADYYGFDGWFINQETEGADEGTAEAMQAFLVYLQEQKPEGMHIMWYDSMIDTGAIAWQNHLTDRNKMYLQNGSTRVADSMFLNFWWRDQRQSNELAQALGRSPYDLYAGVDVEARGTSTPVQWEGLFPEGEKAHTSLGLYRPDWAFQSSETMEAFYEKELQFWVGSTGNPAETDGQSNWPGMAHWFPAKSTATSVPFVTHFNTGSGAQFSAEGKTVSEQEWNNRSLQDVLPTWRWIQHGGDLEATFSWEEAFEGGSSLQWHGSLAEGEHAQIELYQTELPISEGTSLTWTFKSEHGNDLNVGFRLDGEEDFRYVEGE.... The pIC50 is 6.7.